This data is from Full USPTO retrosynthesis dataset with 1.9M reactions from patents (1976-2016). The task is: Predict the reactants needed to synthesize the given product. Given the product [CH3:1][O:2][C:3](=[O:16])[C:4]1[CH:9]=[CH:8][C:7]([C:26]2[CH:30]=[C:29]([CH3:31])[S:28][C:27]=2[S:32](=[O:33])(=[O:34])[N:35]([C:42]2[C:46]([CH3:47])=[C:45]([CH3:48])[O:44][N:43]=2)[CH2:36][O:37][CH2:38][CH2:39][O:40][CH3:41])=[C:6]([O:11][CH2:12][CH:13]([CH3:15])[CH3:14])[CH:5]=1, predict the reactants needed to synthesize it. The reactants are: [CH3:1][O:2][C:3](=[O:16])[C:4]1[CH:9]=[CH:8][C:7](Br)=[C:6]([O:11][CH2:12][CH:13]([CH3:15])[CH3:14])[CH:5]=1.C(=O)([O-])[O-].[Na+].[Na+].B([C:26]1[CH:30]=[C:29]([CH3:31])[S:28][C:27]=1[S:32]([N:35]([C:42]1[C:46]([CH3:47])=[C:45]([CH3:48])[O:44][N:43]=1)[CH2:36][O:37][CH2:38][CH2:39][O:40][CH3:41])(=[O:34])=[O:33])(O)O.